This data is from Forward reaction prediction with 1.9M reactions from USPTO patents (1976-2016). The task is: Predict the product of the given reaction. (1) Given the reactants CO[C:3]([C:5]1[C:10](=[O:11])[N:9]([CH2:12][C:13]2[CH:18]=[CH:17][C:16]([F:19])=[CH:15][CH:14]=2)[N:8]2[C:20]([Cl:24])=[C:21]([Cl:23])[CH:22]=[C:7]2[C:6]=1[OH:25])=[O:4].[NH2:26][CH2:27][C:28]([O-:30])=[O:29].[Na+], predict the reaction product. The product is: [Cl:23][C:21]1[CH:22]=[C:7]2[C:6]([OH:25])=[C:5]([C:3]([NH:26][CH2:27][C:28]([OH:30])=[O:29])=[O:4])[C:10](=[O:11])[N:9]([CH2:12][C:13]3[CH:14]=[CH:15][C:16]([F:19])=[CH:17][CH:18]=3)[N:8]2[C:20]=1[Cl:24]. (2) The product is: [OH:30][CH2:29][C:28]1[CH:27]=[C:26]([CH:33]=[CH:32][CH:31]=1)[O:1][C:2]1[CH:11]=[C:10]2[C:5]([CH:6]=[CH:7][C:8](=[O:12])[O:9]2)=[CH:4][CH:3]=1. Given the reactants [OH:1][C:2]1[CH:11]=[C:10]2[C:5]([CH:6]=[CH:7][C:8](=[O:12])[O:9]2)=[CH:4][CH:3]=1.CC(C)([O-])C.[K+].C1C=CC=CC=1.I[C:26]1[CH:27]=[C:28]([CH:31]=[CH:32][CH:33]=1)[CH2:29][OH:30], predict the reaction product. (3) Given the reactants [CH3:1][C:2]1[N:7]=[C:6]([C:8]2[CH:13]=[CH:12][CH:11]=[C:10]([C:14]3[CH:15]=[C:16]([S:20](Cl)(=[O:22])=[O:21])[CH:17]=[CH:18][CH:19]=3)[N:9]=2)[CH:5]=[C:4]([C:24]2[CH:29]=[CH:28][C:27]([C:30]([F:33])([F:32])[F:31])=[CH:26][CH:25]=2)[CH:3]=1.[NH2:34][C:35]([CH3:39])([CH3:38])[CH2:36][OH:37], predict the reaction product. The product is: [OH:37][CH2:36][C:35]([NH:34][S:20]([C:16]1[CH:17]=[CH:18][CH:19]=[C:14]([C:10]2[N:9]=[C:8]([C:6]3[CH:5]=[C:4]([C:24]4[CH:29]=[CH:28][C:27]([C:30]([F:33])([F:31])[F:32])=[CH:26][CH:25]=4)[CH:3]=[C:2]([CH3:1])[N:7]=3)[CH:13]=[CH:12][CH:11]=2)[CH:15]=1)(=[O:22])=[O:21])([CH3:39])[CH3:38]. (4) Given the reactants [Cl:1][C:2]1[CH:3]=[CH:4][C:5]([OH:20])=[C:6]([CH2:8][N:9]2[C:13]([CH3:14])=[CH:12][C:11]([C:15]([O:17][CH2:18][CH3:19])=[O:16])=[N:10]2)[CH:7]=1.[CH2:21](Br)[C:22]1[CH:27]=[CH:26][CH:25]=[CH:24][CH:23]=1.C(=O)([O-])[O-].[K+].[K+], predict the reaction product. The product is: [Cl:1][C:2]1[CH:3]=[CH:4][C:5]([O:20][CH2:21][C:22]2[CH:27]=[CH:26][CH:25]=[CH:24][CH:23]=2)=[C:6]([CH2:8][N:9]2[C:13]([CH3:14])=[CH:12][C:11]([C:15]([O:17][CH2:18][CH3:19])=[O:16])=[N:10]2)[CH:7]=1. (5) Given the reactants [CH3:1][O:2][C:3]1[CH:4]=[C:5]([C:13]2[N:14]=[C:15]3[C:21]([C:22](O)=[O:23])=[CH:20][NH:19][C:16]3=[N:17][CH:18]=2)[CH:6]=[C:7]([O:11][CH3:12])[C:8]=1[O:9][CH3:10].[NH2:25][CH2:26][CH:27]([OH:29])[CH3:28], predict the reaction product. The product is: [OH:29][CH:27]([CH3:28])[CH2:26][NH:25][C:22]([C:21]1[C:15]2[C:16](=[N:17][CH:18]=[C:13]([C:5]3[CH:6]=[C:7]([O:11][CH3:12])[C:8]([O:9][CH3:10])=[C:3]([O:2][CH3:1])[CH:4]=3)[N:14]=2)[NH:19][CH:20]=1)=[O:23]. (6) Given the reactants [CH2:1]1[C:13]2[CH2:12][C:11]3[C:6](=[CH:7][CH:8]=[CH:9][CH:10]=3)[C:5]=2[CH2:4][CH2:3][CH2:2]1.[CH2:14]([Li])[CH2:15]CC.C(Br)C, predict the reaction product. The product is: [CH2:14]([CH:12]1[C:13]2[CH2:1][CH2:2][CH2:3][CH2:4][C:5]=2[C:6]2[C:11]1=[CH:10][CH:9]=[CH:8][CH:7]=2)[CH3:15]. (7) Given the reactants [Cl:1][C:2]1[C:3]2[C:43]([F:44])=[CH:42][CH:41]=[C:40]([F:45])[C:4]=2[S:5][C:6]=1[C:7]([N:9]([CH2:25][C:26]1[CH:31]=[C:30]([C:32]2[CH:37]=[CH:36][N:35]=[CH:34][CH:33]=2)[CH:29]=[CH:28][C:27]=1[CH2:38][CH3:39])[CH:10]1[CH2:15][CH2:14][CH:13]([N:16](C)[C:17](=O)OC(C)(C)C)[CH2:12][CH2:11]1)=[O:8].CC(OC)(C)C, predict the reaction product. The product is: [ClH:1].[ClH:1].[CH2:38]([C:27]1[CH:28]=[CH:29][C:30]([C:32]2[CH:33]=[CH:34][N:35]=[CH:36][CH:37]=2)=[CH:31][C:26]=1[CH2:25][N:9]([CH:10]1[CH2:15][CH2:14][CH:13]([NH:16][CH3:17])[CH2:12][CH2:11]1)[C:7]([C:6]1[S:5][C:4]2[C:40]([F:45])=[CH:41][CH:42]=[C:43]([F:44])[C:3]=2[C:2]=1[Cl:1])=[O:8])[CH3:39]. (8) The product is: [CH2:1]([O:4][C:5]1[C:6]([CH:11]=[O:12])=[N:7][CH:8]=[CH:9][CH:10]=1)[CH:2]=[CH2:3]. Given the reactants [CH2:1]([O:4][C:5]1[C:6]([CH2:11][OH:12])=[N:7][CH:8]=[CH:9][CH:10]=1)[CH:2]=[CH2:3].CC(OI1(OC(C)=O)(OC(C)=O)OC(=O)C2C=CC=CC1=2)=O.C([O-])(O)=O.[Na+].S([O-])([O-])(=O)=S.[Na+].[Na+], predict the reaction product. (9) Given the reactants [Br:1][C:2]1[CH:3]=[C:4]([CH:8]2[CH2:13][CH2:12][N:11](C(OCC[Si](C)(C)C)=O)[CH2:10][CH:9]2[O:23]C(OCC[Si](C)(C)C)=O)[CH:5]=[CH:6][CH:7]=1.[F-].C([N+](CCCC)(CCCC)CCCC)CCC, predict the reaction product. The product is: [Br:1][C:2]1[CH:3]=[C:4]([CH:8]2[CH2:13][CH2:12][NH:11][CH2:10][CH:9]2[OH:23])[CH:5]=[CH:6][CH:7]=1. (10) Given the reactants [CH3:1][S:2]([C:5]1[CH:10]=[CH:9][C:8]([N:11]2[C:15]3[C:16]4[CH:17]=[N:18][NH:19][C:20]=4[CH2:21][CH2:22][C:14]=3[C:13]([C:23]([O:25]CC)=O)=[N:12]2)=[CH:7][CH:6]=1)(=[O:4])=[O:3].[CH3:28][NH2:29], predict the reaction product. The product is: [CH3:28][NH:29][C:23]([C:13]1[C:14]2[CH2:22][CH2:21][C:20]3[NH:19][N:18]=[CH:17][C:16]=3[C:15]=2[N:11]([C:8]2[CH:7]=[CH:6][C:5]([S:2]([CH3:1])(=[O:4])=[O:3])=[CH:10][CH:9]=2)[N:12]=1)=[O:25].